From a dataset of NCI-60 drug combinations with 297,098 pairs across 59 cell lines. Regression. Given two drug SMILES strings and cell line genomic features, predict the synergy score measuring deviation from expected non-interaction effect. (1) Drug 1: CC1C(C(CC(O1)OC2CC(CC3=C2C(=C4C(=C3O)C(=O)C5=C(C4=O)C(=CC=C5)OC)O)(C(=O)C)O)N)O.Cl. Drug 2: CCCCCOC(=O)NC1=NC(=O)N(C=C1F)C2C(C(C(O2)C)O)O. Cell line: IGROV1. Synergy scores: CSS=23.2, Synergy_ZIP=-5.62, Synergy_Bliss=-3.39, Synergy_Loewe=-67.0, Synergy_HSA=-2.91. (2) Drug 1: C1=NC2=C(N1)C(=S)N=C(N2)N. Drug 2: C1CN(P(=O)(OC1)NCCCl)CCCl. Cell line: SK-MEL-2. Synergy scores: CSS=28.7, Synergy_ZIP=-5.70, Synergy_Bliss=2.68, Synergy_Loewe=-4.19, Synergy_HSA=0.727. (3) Drug 1: CNC(=O)C1=NC=CC(=C1)OC2=CC=C(C=C2)NC(=O)NC3=CC(=C(C=C3)Cl)C(F)(F)F. Drug 2: C1CCC(C(C1)N)N.C(=O)(C(=O)[O-])[O-].[Pt+4]. Cell line: SK-MEL-28. Synergy scores: CSS=5.85, Synergy_ZIP=-3.77, Synergy_Bliss=0.962, Synergy_Loewe=-7.94, Synergy_HSA=-0.404. (4) Drug 1: CC1CCC2CC(C(=CC=CC=CC(CC(C(=O)C(C(C(=CC(C(=O)CC(OC(=O)C3CCCCN3C(=O)C(=O)C1(O2)O)C(C)CC4CCC(C(C4)OC)O)C)C)O)OC)C)C)C)OC. Drug 2: CN(CCCl)CCCl.Cl. Cell line: KM12. Synergy scores: CSS=19.8, Synergy_ZIP=-9.99, Synergy_Bliss=-3.89, Synergy_Loewe=-8.22, Synergy_HSA=-1.23. (5) Drug 1: C1CCC(C1)C(CC#N)N2C=C(C=N2)C3=C4C=CNC4=NC=N3. Drug 2: C1=CC(=C2C(=C1NCCNCCO)C(=O)C3=C(C=CC(=C3C2=O)O)O)NCCNCCO. Cell line: SK-MEL-2. Synergy scores: CSS=50.9, Synergy_ZIP=7.28, Synergy_Bliss=6.56, Synergy_Loewe=-44.0, Synergy_HSA=2.43. (6) Drug 1: CCC1(CC2CC(C3=C(CCN(C2)C1)C4=CC=CC=C4N3)(C5=C(C=C6C(=C5)C78CCN9C7C(C=CC9)(C(C(C8N6C)(C(=O)OC)O)OC(=O)C)CC)OC)C(=O)OC)O.OS(=O)(=O)O. Drug 2: CC(C)NC(=O)C1=CC=C(C=C1)CNNC.Cl. Cell line: TK-10. Synergy scores: CSS=-1.13, Synergy_ZIP=1.89, Synergy_Bliss=-1.95, Synergy_Loewe=-2.89, Synergy_HSA=-5.55. (7) Drug 1: C1CCC(C1)C(CC#N)N2C=C(C=N2)C3=C4C=CNC4=NC=N3. Drug 2: CCCCCOC(=O)NC1=NC(=O)N(C=C1F)C2C(C(C(O2)C)O)O. Cell line: HCT-15. Synergy scores: CSS=2.07, Synergy_ZIP=-0.288, Synergy_Bliss=0.565, Synergy_Loewe=0.374, Synergy_HSA=-0.598. (8) Drug 1: C1=C(C(=O)NC(=O)N1)F. Drug 2: C1CCC(C(C1)N)N.C(=O)(C(=O)[O-])[O-].[Pt+4]. Cell line: BT-549. Synergy scores: CSS=27.6, Synergy_ZIP=-12.7, Synergy_Bliss=-10.3, Synergy_Loewe=-6.87, Synergy_HSA=-6.26.